Task: Predict the product of the given reaction.. Dataset: Forward reaction prediction with 1.9M reactions from USPTO patents (1976-2016) (1) Given the reactants [O:1]=[C:2]1[C:10]2[C:5](=[CH:6][CH:7]=[CH:8][CH:9]=2)[C:4](=[O:11])[N:3]1[CH2:12][C:13]1[C:22]([CH:23]=O)=[CH:21][C:20]2[C:15](=[CH:16][CH:17]=[CH:18][C:19]=2[F:25])[N:14]=1.[CH2:26]([NH:28][CH3:29])[CH3:27].C(O[BH-](OC(=O)C)OC(=O)C)(=O)C.[Na+], predict the reaction product. The product is: [CH2:26]([N:28]([CH2:23][C:22]1[C:13]([CH2:12][N:3]2[C:2](=[O:1])[C:10]3[C:5](=[CH:6][CH:7]=[CH:8][CH:9]=3)[C:4]2=[O:11])=[N:14][C:15]2[C:20]([CH:21]=1)=[C:19]([F:25])[CH:18]=[CH:17][CH:16]=2)[CH3:29])[CH3:27]. (2) Given the reactants ClC(N(C)C)=C(C)C.[C:9]([O:13][C:14]([NH:16][CH2:17][C:18]1[CH:19]=[CH:20][C:21]([Cl:27])=[C:22]([CH:26]=1)[C:23]([OH:25])=O)=[O:15])([CH3:12])([CH3:11])[CH3:10].N1C=CC=CC=1.C([O:36][C:37](=[O:50])[C:38]1[CH:43]=[C:42]([NH2:44])[CH:41]=[CH:40][C:39]=1[O:45][CH2:46][CH2:47][O:48][CH3:49])C, predict the reaction product. The product is: [C:9]([O:13][C:14]([NH:16][CH2:17][C:18]1[CH:19]=[CH:20][C:21]([Cl:27])=[C:22]([CH:26]=1)[C:23]([NH:44][C:42]1[CH:41]=[CH:40][C:39]([O:45][CH2:46][CH2:47][O:48][CH3:49])=[C:38]([CH:43]=1)[C:37]([OH:50])=[O:36])=[O:25])=[O:15])([CH3:10])([CH3:11])[CH3:12]. (3) Given the reactants [C:1]([C:3]1[CH:8]=[CH:7][C:6]([N:9]2[CH:17]3[C:12]([CH2:13][CH2:14][CH2:15][CH2:16]3)=[C:11]([CH2:18][C:19](O)=[O:20])[C:10]2=[O:22])=[CH:5][CH:4]=1)#[N:2].N#N, predict the reaction product. The product is: [OH:20][CH2:19][CH2:18][C:11]1[C:10](=[O:22])[N:9]([C:6]2[CH:7]=[CH:8][C:3]([C:1]#[N:2])=[CH:4][CH:5]=2)[CH:17]2[C:12]=1[CH2:13][CH2:14][CH2:15][CH2:16]2. (4) Given the reactants [CH2:1]([C:8]1[CH:26]=[CH:25][C:11]([CH2:12][NH:13][C:14]2[CH:15]=[CH:16][C:17]([OH:24])=[C:18]([CH:23]=2)[C:19]([O:21][CH3:22])=[O:20])=[CH:10][CH:9]=1)[CH2:2][CH2:3][CH2:4][CH2:5][CH2:6][CH3:7].[CH3:27][O:28][C:29]1[CH:30]=[C:31]([CH:35]=[CH:36][CH:37]=1)[C:32](Cl)=[O:33].C1(C2C=CC(CN(C3C=CC(O)=C(C=3)C(OC)=O)C(=O)C3C=CC(OC4C=CC=CC=4)=CC=3)=CC=2)CCCCC1, predict the reaction product. The product is: [CH2:1]([C:8]1[CH:26]=[CH:25][C:11]([CH2:12][N:13]([C:14]2[CH:15]=[CH:16][C:17]([OH:24])=[C:18]([CH:23]=2)[C:19]([O:21][CH3:22])=[O:20])[C:32](=[O:33])[C:31]2[CH:35]=[CH:36][CH:37]=[C:29]([O:28][CH3:27])[CH:30]=2)=[CH:10][CH:9]=1)[CH2:2][CH2:3][CH2:4][CH2:5][CH2:6][CH3:7]. (5) Given the reactants [N+:1]([C:4]1[CH:5]=[C:6]([S:10](Cl)(=[O:12])=[O:11])[CH:7]=[CH:8][CH:9]=1)([O-:3])=[O:2].[C:14]([O:18][C:19]([N:21]1[CH2:26][CH2:25][N:24]([C:27]2[C:36]3[O:35][CH2:34][CH2:33][NH:32][C:31]=3[CH:30]=[CH:29][CH:28]=2)[CH2:23][CH2:22]1)=[O:20])([CH3:17])([CH3:16])[CH3:15].N1C=CC=CC=1, predict the reaction product. The product is: [C:14]([O:18][C:19]([N:21]1[CH2:26][CH2:25][N:24]([C:27]2[C:36]3[O:35][CH2:34][CH2:33][N:32]([S:10]([C:6]4[CH:7]=[CH:8][CH:9]=[C:4]([N+:1]([O-:3])=[O:2])[CH:5]=4)(=[O:12])=[O:11])[C:31]=3[CH:30]=[CH:29][CH:28]=2)[CH2:23][CH2:22]1)=[O:20])([CH3:17])([CH3:15])[CH3:16]. (6) The product is: [C:12]([O:11][C:10]([NH:9][CH:3]([C:4]([O:7][CH3:8])([CH3:5])[CH3:6])[C:2]([OH:18])=[O:1])=[O:16])([CH3:15])([CH3:14])[CH3:13]. Given the reactants [OH:1][CH2:2][CH:3]([NH:9][C:10](=[O:16])[O:11][C:12]([CH3:15])([CH3:14])[CH3:13])[C:4]([O:7][CH3:8])([CH3:6])[CH3:5].C(=O)([O-])[OH:18].[Na+].[Br-].[K+].Cl[O-].[Na+], predict the reaction product. (7) Given the reactants [NH2:1][C:2]1[CH:10]=[C:9]2[C:5]([C:6]([CH3:13])([CH3:12])[C:7](=[O:11])[NH:8]2)=[CH:4][CH:3]=1.Cl[C:15]1[C:16]2[CH2:24][N:23]([C:25]3[C:30]([Cl:31])=[CH:29][CH:28]=[CH:27][N:26]=3)[CH2:22][CH2:21][C:17]=2[N:18]=[CH:19][N:20]=1.C([O-])([O-])=O.[Na+].[Na+], predict the reaction product. The product is: [Cl:31][C:30]1[C:25]([N:23]2[CH2:22][CH2:21][C:17]3[N:18]=[CH:19][N:20]=[C:15]([NH:1][C:2]4[CH:10]=[C:9]5[C:5]([C:6]([CH3:13])([CH3:12])[C:7](=[O:11])[NH:8]5)=[CH:4][CH:3]=4)[C:16]=3[CH2:24]2)=[N:26][CH:27]=[CH:28][CH:29]=1.